From a dataset of Forward reaction prediction with 1.9M reactions from USPTO patents (1976-2016). Predict the product of the given reaction. Given the reactants [N:1]1[CH:6]=[CH:5][C:4]([CH2:7][C:8]2[C:17]3[C:12](=[CH:13][CH:14]=[CH:15][CH:16]=3)[C:11](=O)[NH:10][N:9]=2)=[CH:3][CH:2]=1.Cl.O1CCOCC1.P(Cl)(Cl)([Cl:28])=O.C([O-])(O)=O.[Na+], predict the reaction product. The product is: [Cl:28][C:11]1[C:12]2[C:17](=[CH:16][CH:15]=[CH:14][CH:13]=2)[C:8]([CH2:7][C:4]2[CH:5]=[CH:6][N:1]=[CH:2][CH:3]=2)=[N:9][N:10]=1.